Dataset: NCI-60 drug combinations with 297,098 pairs across 59 cell lines. Task: Regression. Given two drug SMILES strings and cell line genomic features, predict the synergy score measuring deviation from expected non-interaction effect. (1) Drug 1: C1CC(C1)(C(=O)O)C(=O)O.[NH2-].[NH2-].[Pt+2]. Drug 2: CC(C)(C#N)C1=CC(=CC(=C1)CN2C=NC=N2)C(C)(C)C#N. Cell line: OVCAR-5. Synergy scores: CSS=2.67, Synergy_ZIP=-1.15, Synergy_Bliss=2.39, Synergy_Loewe=0.762, Synergy_HSA=0.794. (2) Synergy scores: CSS=57.0, Synergy_ZIP=18.1, Synergy_Bliss=22.4, Synergy_Loewe=2.62, Synergy_HSA=23.5. Drug 1: COC1=CC(=CC(=C1O)OC)C2C3C(COC3=O)C(C4=CC5=C(C=C24)OCO5)OC6C(C(C7C(O6)COC(O7)C8=CC=CS8)O)O. Drug 2: CCN(CC)CCCC(C)NC1=C2C=C(C=CC2=NC3=C1C=CC(=C3)Cl)OC. Cell line: MALME-3M. (3) Drug 1: CCCS(=O)(=O)NC1=C(C(=C(C=C1)F)C(=O)C2=CNC3=C2C=C(C=N3)C4=CC=C(C=C4)Cl)F. Drug 2: CC1CCC2CC(C(=CC=CC=CC(CC(C(=O)C(C(C(=CC(C(=O)CC(OC(=O)C3CCCCN3C(=O)C(=O)C1(O2)O)C(C)CC4CCC(C(C4)OC)O)C)C)O)OC)C)C)C)OC. Cell line: UACC-257. Synergy scores: CSS=52.2, Synergy_ZIP=5.23, Synergy_Bliss=5.39, Synergy_Loewe=4.65, Synergy_HSA=4.89. (4) Drug 1: CC(CN1CC(=O)NC(=O)C1)N2CC(=O)NC(=O)C2. Drug 2: C1=CC(=CC=C1CCCC(=O)O)N(CCCl)CCCl. Cell line: HL-60(TB). Synergy scores: CSS=86.9, Synergy_ZIP=9.71, Synergy_Bliss=8.97, Synergy_Loewe=8.74, Synergy_HSA=11.9. (5) Drug 1: CC12CCC(CC1=CCC3C2CCC4(C3CC=C4C5=CN=CC=C5)C)O. Drug 2: C1C(C(OC1N2C=NC(=NC2=O)N)CO)O. Cell line: A498. Synergy scores: CSS=0.296, Synergy_ZIP=1.63, Synergy_Bliss=2.27, Synergy_Loewe=0.619, Synergy_HSA=0.136. (6) Drug 1: CNC(=O)C1=CC=CC=C1SC2=CC3=C(C=C2)C(=NN3)C=CC4=CC=CC=N4. Drug 2: C1=NC2=C(N=C(N=C2N1C3C(C(C(O3)CO)O)F)Cl)N. Cell line: NCI-H322M. Synergy scores: CSS=4.09, Synergy_ZIP=1.76, Synergy_Bliss=4.02, Synergy_Loewe=-1.20, Synergy_HSA=2.23.